This data is from Forward reaction prediction with 1.9M reactions from USPTO patents (1976-2016). The task is: Predict the product of the given reaction. (1) The product is: [C:3]([O-:22])(=[O:21])[CH2:4][CH2:5][CH2:6][CH2:7][CH2:8][CH2:9][CH2:10][CH2:11][CH2:12][CH2:13][CH2:14][CH2:15][CH2:16][CH2:17][CH2:18][CH2:19][CH3:20].[Na+:2]. Given the reactants [OH-].[Na+:2].[C:3]([OH:22])(=[O:21])[CH2:4][CH2:5][CH2:6][CH2:7][CH2:8][CH2:9][CH2:10][CH2:11][CH2:12][CH2:13][CH2:14][CH2:15][CH2:16][CH2:17][CH2:18][CH2:19][CH3:20], predict the reaction product. (2) Given the reactants [CH:1]([C:4]1[C:12]2[C:7](=[CH:8][CH:9]=[CH:10][C:11]=2[N:13]2[CH:17]=[C:16]([C:18]3[CH:19]=[N:20][CH:21]=[CH:22][CH:23]=3)[N:15]=[CH:14]2)[NH:6][N:5]=1)([CH3:3])[CH3:2].C(=O)([O-])[O-].[Cs+].[Cs+].Br[C:31]1[CH:38]=[CH:37][C:34]([C:35]#[N:36])=[C:33]([NH:39][C:40]([CH3:43])([CH3:42])[CH3:41])[CH:32]=1.CN(C)CCN, predict the reaction product. The product is: [C:40]([NH:39][C:33]1[CH:32]=[C:31]([N:6]2[C:7]3[C:12](=[C:11]([N:13]4[CH:17]=[C:16]([C:18]5[CH:19]=[N:20][CH:21]=[CH:22][CH:23]=5)[N:15]=[CH:14]4)[CH:10]=[CH:9][CH:8]=3)[C:4]([CH:1]([CH3:3])[CH3:2])=[N:5]2)[CH:38]=[CH:37][C:34]=1[C:35]#[N:36])([CH3:43])([CH3:41])[CH3:42]. (3) Given the reactants [CH3:1][C:2]1([CH3:34])[CH2:5][CH:4]([CH:6]([NH:23][C:24]2[CH:25]=[N:26][C:27]3[C:32]([CH:33]=2)=[CH:31][CH:30]=[CH:29][CH:28]=3)[C:7]2[CH:22]=[CH:21][C:10]([C:11]([NH:13][CH2:14][CH2:15][C:16]([O:18]CC)=[O:17])=[O:12])=[CH:9][CH:8]=2)[CH2:3]1.O1CCCC1.[OH-].[Na+].Cl, predict the reaction product. The product is: [CH3:1][C:2]1([CH3:34])[CH2:5][CH:4]([CH:6]([NH:23][C:24]2[CH:25]=[N:26][C:27]3[C:32]([CH:33]=2)=[CH:31][CH:30]=[CH:29][CH:28]=3)[C:7]2[CH:22]=[CH:21][C:10]([C:11]([NH:13][CH2:14][CH2:15][C:16]([OH:18])=[O:17])=[O:12])=[CH:9][CH:8]=2)[CH2:3]1. (4) Given the reactants [Cl:1][C:2]1[CH:7]=[CH:6][C:5]([C:8]([N:17]2[C:25]3[C:20](=[C:21]([NH:26][S:27]([CH3:30])(=[O:29])=[O:28])[CH:22]=[CH:23][CH:24]=3)[CH:19]=[N:18]2)([CH2:15][CH3:16])[CH2:9][CH2:10][C:11]([O:13]C)=O)=[CH:4][CH:3]=1.[CH3:31][Li], predict the reaction product. The product is: [Cl:1][C:2]1[CH:7]=[CH:6][C:5]([C:8]([N:17]2[C:25]3[C:20](=[C:21]([NH:26][S:27]([CH3:30])(=[O:28])=[O:29])[CH:22]=[CH:23][CH:24]=3)[CH:19]=[N:18]2)([CH2:9][CH2:10][C:11](=[O:13])[CH3:31])[CH2:15][CH3:16])=[CH:4][CH:3]=1.